This data is from Reaction yield outcomes from USPTO patents with 853,638 reactions. The task is: Predict the reaction yield, written as a fraction of the theoretical maximum amount of product (1.0 means a 100% yield; for example, 0.34 means a 34% yield). (1) The reactants are [CH:1]1([CH:6]=[C:7]([C:18]2[NH:30][C:21]3=[N:22][CH:23]=[C:24]([S:26]([CH2:28][CH3:29])=[O:27])[CH:25]=[C:20]3[CH:19]=2)[C:8]2[CH:13]=[CH:12][C:11]([S:14]([CH3:17])(=[O:16])=[O:15])=[CH:10][CH:9]=2)[CH2:5][CH2:4][CH2:3][CH2:2]1. The catalyst is [Pd].CO. The product is [CH:1]1([CH2:6][CH:7]([C:18]2[NH:30][C:21]3=[N:22][CH:23]=[C:24]([S:26]([CH2:28][CH3:29])=[O:27])[CH:25]=[C:20]3[CH:19]=2)[C:8]2[CH:13]=[CH:12][C:11]([S:14]([CH3:17])(=[O:16])=[O:15])=[CH:10][CH:9]=2)[CH2:5][CH2:4][CH2:3][CH2:2]1. The yield is 1.00. (2) The reactants are [CH3:1][C:2]([C:16]1[O:20][N:19]=[C:18]([NH:21][C:22](=[O:37])[C:23]([CH3:36])([S:25]([CH2:28][CH2:29][CH:30]2[CH2:35][CH2:34][O:33][CH2:32][CH2:31]2)(=[O:27])=[O:26])[CH3:24])[CH:17]=1)([CH3:15])[CH2:3][O:4][Si](C(C)C)(C(C)C)C(C)C.[F-].C([N+](CCCC)(CCCC)CCCC)CCC. The catalyst is C1COCC1.[NH4+].[Cl-]. The product is [OH:4][CH2:3][C:2]([C:16]1[O:20][N:19]=[C:18]([NH:21][C:22](=[O:37])[C:23]([CH3:24])([S:25]([CH2:28][CH2:29][CH:30]2[CH2:35][CH2:34][O:33][CH2:32][CH2:31]2)(=[O:27])=[O:26])[CH3:36])[CH:17]=1)([CH3:15])[CH3:1]. The yield is 0.340. (3) The reactants are O.[OH-].[Li+].C[O:5][C:6](=[O:17])[C:7]1[CH:12]=[CH:11][C:10]([CH2:13][O:14][CH3:15])=[N:9][C:8]=1[NH2:16].O1CCCC1.C(O)(=O)C. The catalyst is O.CO. The product is [NH2:16][C:8]1[N:9]=[C:10]([CH2:13][O:14][CH3:15])[CH:11]=[CH:12][C:7]=1[C:6]([OH:17])=[O:5]. The yield is 0.800. (4) The reactants are [Si]([O:8][C@@H:9]1[C@@H:13]([CH2:14][O:15][S:16](=[O:28])(=[O:27])[NH:17][C:18](=[O:26])[C:19]2[CH:24]=[CH:23][CH:22]=[CH:21][C:20]=2[OH:25])[O:12][C@@H:11]([N:29]2[C:38]3[N:37]=[CH:36][N:35]=[C:33]([NH2:34])[C:32]=3[N:31]=[CH:30]2)[CH2:10]1)(C(C)(C)C)(C)C.CC[CH2:41][CH2:42][N+:43](CCCC)([CH2:48][CH2:49]CC)[CH2:44][CH2:45]CC.[F-]. The catalyst is C1COCC1. The product is [CH2:42]([NH+:43]([CH2:48][CH3:49])[CH2:44][CH3:45])[CH3:41].[OH:25][C:20]1[CH:21]=[CH:22][CH:23]=[CH:24][C:19]=1[C:18]([NH:17][S:16]([O:15][CH2:14][C@H:13]1[O:12][C@@H:11]([N:29]2[C:38]3[N:37]=[CH:36][N:35]=[C:33]([NH2:34])[C:32]=3[N:31]=[CH:30]2)[CH2:10][C@@H:9]1[OH:8])(=[O:27])=[O:28])=[O:26]. The yield is 0.500.